Dataset: Forward reaction prediction with 1.9M reactions from USPTO patents (1976-2016). Task: Predict the product of the given reaction. (1) Given the reactants [C:1]([C:3]1[C:8](=[O:9])[N:7]([C:10]2[CH:15]=[CH:14][C:13]([CH3:16])=[C:12]([CH3:17])[CH:11]=2)[C:6]([C:18]2[CH:23]=[CH:22][CH:21]=[CH:20][CH:19]=2)=[N:5][C:4]=1[S:24][CH3:25])#[N:2].[Cl:26][S:27](O)(=[O:29])=[O:28], predict the reaction product. The product is: [C:1]([C:3]1[C:8](=[O:9])[N:7]([C:10]2[CH:15]=[CH:14][C:13]([CH3:16])=[C:12]([CH3:17])[CH:11]=2)[C:6]([C:18]2[CH:19]=[CH:20][C:21]([S:27]([Cl:26])(=[O:29])=[O:28])=[CH:22][CH:23]=2)=[N:5][C:4]=1[S:24][CH3:25])#[N:2]. (2) Given the reactants C(OC(=O)[NH:7][CH2:8][CH2:9][CH2:10][CH2:11][N:12]1[C:24]2[C:23]3[CH:22]=[CH:21][CH:20]=[CH:19][C:18]=3[N:17]=[CH:16][C:15]=2[N:14]=[C:13]1[CH2:25][CH3:26])(C)(C)C, predict the reaction product. The product is: [CH2:25]([C:13]1[N:12]([CH2:11][CH2:10][CH2:9][CH2:8][NH2:7])[C:24]2[C:23]3[CH:22]=[CH:21][CH:20]=[CH:19][C:18]=3[N:17]=[CH:16][C:15]=2[N:14]=1)[CH3:26]. (3) Given the reactants [OH:1][CH2:2][C@@H:3]1[CH2:7][C@@H:6]([C:8]2[C:12]3[N:13]=[CH:14][N:15]=[C:16]([NH:17][C@@H:18]4[C:26]5[C:21](=[CH:22][CH:23]=[CH:24][CH:25]=5)[CH2:20][CH2:19]4)[C:11]=3[S:10][CH:9]=2)[CH2:5][C@@H:4]1[O:27][C:28](=[O:38])[C:29]1[CH:34]=[CH:33][C:32]([N+:35]([O-:37])=[O:36])=[CH:31][CH:30]=1.CCN(C(C)C)C(C)C.[NH2:48][S:49](Cl)(=[O:51])=[O:50], predict the reaction product. The product is: [C@@H:18]1([NH:17][C:16]2[C:11]3[S:10][CH:9]=[C:8]([C@H:6]4[CH2:5][C@H:4]([O:27][C:28](=[O:38])[C:29]5[CH:34]=[CH:33][C:32]([N+:35]([O-:37])=[O:36])=[CH:31][CH:30]=5)[C@H:3]([CH2:2][O:1][S:49](=[O:51])(=[O:50])[NH2:48])[CH2:7]4)[C:12]=3[N:13]=[CH:14][N:15]=2)[C:26]2[C:21](=[CH:22][CH:23]=[CH:24][CH:25]=2)[CH2:20][CH2:19]1. (4) Given the reactants C[O:2][C:3](=[O:38])[CH2:4][C@H:5]1[C:9]2[CH:10]=[CH:11][C:12]([O:14][C@H:15]3[C:23]4[C:18](=[C:19]([CH2:28][N:29]5[CH2:34][CH2:33][N:32]6[NH:35][CH:36]=[CH:37][C:31]6=[CH:30]5)[C:20]([C:24]([F:27])([F:26])[F:25])=[CH:21][CH:22]=4)[CH2:17][CH2:16]3)=[CH:13][C:8]=2[O:7][CH2:6]1.COC(=O)C[C@H]1C2C=CC(O[C@H]3C4C(=C(CBr)C(C(F)(F)F)=CC=4)CC3)=CC=2OC1.N1N2CCNCC2=CC=1, predict the reaction product. The product is: [NH:35]1[N:32]2[CH2:33][CH2:34][N:29]([CH2:28][C:19]3[C:20]([C:24]([F:27])([F:25])[F:26])=[CH:21][CH:22]=[C:23]4[C:18]=3[CH2:17][CH2:16][C@H:15]4[O:14][C:12]3[CH:11]=[CH:10][C:9]4[C@H:5]([CH2:4][C:3]([OH:38])=[O:2])[CH2:6][O:7][C:8]=4[CH:13]=3)[CH:30]=[C:31]2[CH:37]=[CH:36]1.